Dataset: Full USPTO retrosynthesis dataset with 1.9M reactions from patents (1976-2016). Task: Predict the reactants needed to synthesize the given product. (1) Given the product [CH2:30]([N:37]1[CH2:38][CH:39]=[C:40]([C:2]2[CH:3]=[C:4]3[C:8](=[CH:9][CH:10]=2)[NH:7][N:6]=[C:5]3[C:11]2[N:12]=[N:13][N:14]([C:16]3[CH:21]=[CH:20][C:19]([C:22]([N:24]4[CH2:25][CH2:26][O:27][CH2:28][CH2:29]4)=[O:23])=[CH:18][CH:17]=3)[CH:15]=2)[CH2:41][CH2:42]1)[C:31]1[CH:36]=[CH:35][CH:34]=[CH:33][CH:32]=1, predict the reactants needed to synthesize it. The reactants are: Br[C:2]1[CH:3]=[C:4]2[C:8](=[CH:9][CH:10]=1)[NH:7][N:6]=[C:5]2[C:11]1[N:12]=[N:13][N:14]([C:16]2[CH:21]=[CH:20][C:19]([C:22]([N:24]3[CH2:29][CH2:28][O:27][CH2:26][CH2:25]3)=[O:23])=[CH:18][CH:17]=2)[CH:15]=1.[CH2:30]([N:37]1[CH2:42][CH:41]=[C:40](B2OC(C)(C)C(C)(C)O2)[CH2:39][CH2:38]1)[C:31]1[CH:36]=[CH:35][CH:34]=[CH:33][CH:32]=1.Cl.C(=O)([O-])[O-].[K+].[K+]. (2) Given the product [F:1][C:2]1[CH:3]=[C:4]([N:8]2[C:12]3([CH2:17][CH2:16][N:15]([CH2:18][C:19]4[CH:20]=[C:21]([C:25]5[CH:30]=[CH:29][CH:28]=[CH:27][C:26]=5[CH3:31])[CH:22]=[CH:23][CH:24]=4)[CH2:14][CH2:13]3)[CH2:11][N:10]([CH2:35][C:36]3[CH:41]=[CH:40][CH:39]=[CH:38][N:37]=3)[C:9]2=[O:32])[CH:5]=[CH:6][CH:7]=1, predict the reactants needed to synthesize it. The reactants are: [F:1][C:2]1[CH:3]=[C:4]([N:8]2[C:12]3([CH2:17][CH2:16][N:15]([CH2:18][C:19]4[CH:20]=[C:21]([C:25]5[CH:30]=[CH:29][CH:28]=[CH:27][C:26]=5[CH3:31])[CH:22]=[CH:23][CH:24]=4)[CH2:14][CH2:13]3)[CH2:11][NH:10][C:9]2=[O:32])[CH:5]=[CH:6][CH:7]=1.Br.Br[CH2:35][C:36]1[CH:41]=[CH:40][CH:39]=[CH:38][N:37]=1.